From a dataset of Reaction yield outcomes from USPTO patents with 853,638 reactions. Predict the reaction yield, written as a fraction of the theoretical maximum amount of product (1.0 means a 100% yield; for example, 0.34 means a 34% yield). (1) The catalyst is CC1OCCC1.O. The product is [C:16]1([CH3:32])[CH:21]=[CH:20][CH:19]=[C:18]([N:22]2[N:26]=[N:25][C:24]([C:27](=[O:28])[CH3:4])=[N:23]2)[CH:17]=1. The yield is 0.570. The reactants are C[Mg]Br.[C:4]1(C)C=CC=CC=1.C1COCC1.[C:16]1([CH3:32])[CH:21]=[CH:20][CH:19]=[C:18]([N:22]2[N:26]=[N:25][C:24]([C:27](OCC)=[O:28])=[N:23]2)[CH:17]=1.CC(O)=O.C(=O)([O-])[O-].[K+].[K+]. (2) The reactants are Cl[C:2]1[N:7]=[C:6]([N:8]2[CH2:13][CH2:12][O:11][CH2:10][CH2:9]2)[N:5]=[C:4]([N:14]2[CH:19]3[CH2:20][CH2:21][CH:15]2[CH2:16][O:17][CH2:18]3)[N:3]=1.[NH2:22][C:23]1[CH:28]=[CH:27][C:26](B2OC(C)(C)C(C)(C)O2)=[CH:25][CH:24]=1.C([O-])([O-])=O.[Na+].[Na+]. The catalyst is C1C=CC([P]([Pd]([P](C2C=CC=CC=2)(C2C=CC=CC=2)C2C=CC=CC=2)([P](C2C=CC=CC=2)(C2C=CC=CC=2)C2C=CC=CC=2)[P](C2C=CC=CC=2)(C2C=CC=CC=2)C2C=CC=CC=2)(C2C=CC=CC=2)C2C=CC=CC=2)=CC=1.COCCOC. The product is [N:8]1([C:6]2[N:5]=[C:4]([N:14]3[CH:19]4[CH2:20][CH2:21][CH:15]3[CH2:16][O:17][CH2:18]4)[N:3]=[C:2]([C:26]3[CH:27]=[CH:28][C:23]([NH2:22])=[CH:24][CH:25]=3)[N:7]=2)[CH2:13][CH2:12][O:11][CH2:10][CH2:9]1. The yield is 0.760. (3) The reactants are [CH3:1][O:2][CH2:3][CH2:4][N:5]1[CH:14]([C:15]2[S:16][CH:17]=[CH:18][CH:19]=2)[CH:13]([C:20]([NH:22][C:23]2[CH:31]=[CH:30][C:26]([C:27]([OH:29])=O)=[CH:25][CH:24]=2)=[O:21])[C:12]2[C:7](=[CH:8][CH:9]=[CH:10][CH:11]=2)[C:6]1=[O:32].[CH3:33][N:34](C(ON1N=NC2C=CC=NC1=2)=[N+](C)C)[CH3:35].F[P-](F)(F)(F)(F)F.CNC. The catalyst is ClCCl. The product is [CH3:33][N:34]([CH3:35])[C:27]([C:26]1[CH:25]=[CH:24][C:23]([NH:22][C:20]([CH:13]2[C:12]3[C:7](=[CH:8][CH:9]=[CH:10][CH:11]=3)[C:6](=[O:32])[N:5]([CH2:4][CH2:3][O:2][CH3:1])[CH:14]2[C:15]2[S:16][CH:17]=[CH:18][CH:19]=2)=[O:21])=[CH:31][CH:30]=1)=[O:29]. The yield is 0.290. (4) The reactants are [C:1]([N:8]1[CH2:13][CH2:12][NH:11][CH2:10][CH2:9]1)([O:3][C:4]([CH3:7])([CH3:6])[CH3:5])=[O:2].C(N(CC)CC)C.[O:21]1[CH2:26][CH2:25][O:24][C:23]2[CH:27]=[C:28]([S:31](Cl)(=[O:33])=[O:32])[CH:29]=[CH:30][C:22]1=2. The catalyst is ClCCl. The product is [C:1]([N:8]1[CH2:9][CH2:10][N:11]([S:31]([C:28]2[CH:29]=[CH:30][C:22]3[O:21][CH2:26][CH2:25][O:24][C:23]=3[CH:27]=2)(=[O:32])=[O:33])[CH2:12][CH2:13]1)([O:3][C:4]([CH3:7])([CH3:6])[CH3:5])=[O:2]. The yield is 0.890. (5) The reactants are Br[C:2]1[CH:3]=[CH:4][C:5]2[O:11][CH2:10][CH2:9][N:8]3[CH:12]=[C:13]([C:15]4[N:19]([CH:20]([CH3:22])[CH3:21])[N:18]=[C:17]([CH3:23])[N:16]=4)[N:14]=[C:7]3[C:6]=2[CH:24]=1.[F:25][C:26]1[N:31]=[CH:30][C:29](B(O)O)=[CH:28][CH:27]=1. No catalyst specified. The product is [F:25][C:26]1[N:31]=[CH:30][C:29]([C:2]2[CH:3]=[CH:4][C:5]3[O:11][CH2:10][CH2:9][N:8]4[CH:12]=[C:13]([C:15]5[N:19]([CH:20]([CH3:22])[CH3:21])[N:18]=[C:17]([CH3:23])[N:16]=5)[N:14]=[C:7]4[C:6]=3[CH:24]=2)=[CH:28][CH:27]=1. The yield is 0.390. (6) The reactants are [NH2:1][C:2]1[C:3]([C:12]([NH:14][C@H:15]([C:20]([OH:22])=[O:21])[C:16]([CH3:19])([CH3:18])[CH3:17])=[O:13])=[CH:4][C:5]2[C:10]([CH:11]=1)=[CH:9][CH:8]=[CH:7][CH:6]=2.[N:23]([C:26]1[C:31]([CH3:32])=[CH:30][C:29]([CH3:33])=[CH:28][C:27]=1[CH3:34])=[C:24]=[O:25].[Li+].[OH-].Cl. The catalyst is N1C=CC=CC=1.O.C(OCC)(=O)C.C1COCC1. The product is [CH3:18][C:16]([CH3:19])([CH3:17])[C@@H:15]([C:20]([OH:22])=[O:21])[NH:14][C:12]([C:3]1[C:2]([NH:1][C:24]([NH:23][C:26]2[C:27]([CH3:34])=[CH:28][C:29]([CH3:33])=[CH:30][C:31]=2[CH3:32])=[O:25])=[CH:11][C:10]2[C:5](=[CH:6][CH:7]=[CH:8][CH:9]=2)[CH:4]=1)=[O:13]. The yield is 0.180. (7) The reactants are [C:1]([C:3]1[CH:8]=[CH:7][C:6]([NH:9][C:10]([C:12]2[CH:20]=[C:19]3[C:15]([CH2:16][CH2:17][N:18]3[S:21]([C:24]3[CH:29]=[CH:28][CH:27]=[C:26]([Cl:30])[CH:25]=3)(=[O:23])=[O:22])=[CH:14][CH:13]=2)=[O:11])=[CH:5][C:4]=1[C:31]([F:34])([F:33])[F:32])#[N:2].[N-:35]=[N+:36]=[N-:37].[Na+].[Cl-].[NH4+]. The catalyst is CN(C)C=O. The product is [NH:35]1[C:1]([C:3]2[CH:8]=[CH:7][C:6]([NH:9][C:10]([C:12]3[CH:20]=[C:19]4[C:15]([CH2:16][CH2:17][N:18]4[S:21]([C:24]4[CH:29]=[CH:28][CH:27]=[C:26]([Cl:30])[CH:25]=4)(=[O:22])=[O:23])=[CH:14][CH:13]=3)=[O:11])=[CH:5][C:4]=2[C:31]([F:34])([F:32])[F:33])=[N:2][N:37]=[N:36]1. The yield is 0.460.